This data is from TCR-epitope binding with 47,182 pairs between 192 epitopes and 23,139 TCRs. The task is: Binary Classification. Given a T-cell receptor sequence (or CDR3 region) and an epitope sequence, predict whether binding occurs between them. (1) The epitope is NLVPMVATV. The TCR CDR3 sequence is CASSFVGSAYEQYF. Result: 1 (the TCR binds to the epitope). (2) The epitope is KLSYGIATV. The TCR CDR3 sequence is CASSQDLLVLNTEAFF. Result: 1 (the TCR binds to the epitope). (3) The epitope is IQYIDIGNY. Result: 1 (the TCR binds to the epitope). The TCR CDR3 sequence is CASSYSWGTEQYF. (4) The epitope is KLSYGIATV. The TCR CDR3 sequence is CASSFAGELFF. Result: 1 (the TCR binds to the epitope). (5) The TCR CDR3 sequence is CATSPRGGAVEQFF. The epitope is TPGPGVRYPL. Result: 1 (the TCR binds to the epitope). (6) The TCR CDR3 sequence is CASSYASGYEQYF. The epitope is KRWIIMGLNK. Result: 0 (the TCR does not bind to the epitope).